The task is: Predict the reaction yield, written as a fraction of the theoretical maximum amount of product (1.0 means a 100% yield; for example, 0.34 means a 34% yield).. This data is from Reaction yield outcomes from USPTO patents with 853,638 reactions. The reactants are Br[CH2:2][CH2:3][CH2:4][CH2:5][CH2:6][CH2:7][O:8][C:9]1[CH:14]=[C:13]([S:15][CH2:16][C:17]([F:20])([F:19])[F:18])[C:12]([Cl:21])=[CH:11][C:10]=1[Cl:22].[S-:23][C:24]#[N:25].[K+].CCCCCC.C(OCC)(=O)C. The catalyst is C(O)C. The product is [S:23]([CH2:2][CH2:3][CH2:4][CH2:5][CH2:6][CH2:7][O:8][C:9]1[CH:14]=[C:13]([S:15][CH2:16][C:17]([F:20])([F:19])[F:18])[C:12]([Cl:21])=[CH:11][C:10]=1[Cl:22])[C:24]#[N:25]. The yield is 0.730.